Dataset: NCI-60 drug combinations with 297,098 pairs across 59 cell lines. Task: Regression. Given two drug SMILES strings and cell line genomic features, predict the synergy score measuring deviation from expected non-interaction effect. (1) Drug 1: C1=NC2=C(N=C(N=C2N1C3C(C(C(O3)CO)O)O)F)N. Drug 2: C1C(C(OC1N2C=NC(=NC2=O)N)CO)O. Cell line: NCI-H460. Synergy scores: CSS=6.35, Synergy_ZIP=-2.73, Synergy_Bliss=-2.95, Synergy_Loewe=-18.1, Synergy_HSA=-2.29. (2) Drug 1: CC1CCCC2(C(O2)CC(NC(=O)CC(C(C(=O)C(C1O)C)(C)C)O)C(=CC3=CSC(=N3)C)C)C. Drug 2: CC1C(C(CC(O1)OC2CC(CC3=C2C(=C4C(=C3O)C(=O)C5=CC=CC=C5C4=O)O)(C(=O)C)O)N)O. Cell line: NCI-H322M. Synergy scores: CSS=39.3, Synergy_ZIP=-0.855, Synergy_Bliss=-1.56, Synergy_Loewe=-10.9, Synergy_HSA=-0.802. (3) Drug 1: CC1=C2C(C(=O)C3(C(CC4C(C3C(C(C2(C)C)(CC1OC(=O)C(C(C5=CC=CC=C5)NC(=O)C6=CC=CC=C6)O)O)OC(=O)C7=CC=CC=C7)(CO4)OC(=O)C)O)C)OC(=O)C. Drug 2: CC12CCC3C(C1CCC2OP(=O)(O)O)CCC4=C3C=CC(=C4)OC(=O)N(CCCl)CCCl.[Na+]. Cell line: MCF7. Synergy scores: CSS=41.2, Synergy_ZIP=16.1, Synergy_Bliss=18.3, Synergy_Loewe=-11.0, Synergy_HSA=13.5. (4) Drug 1: CN(C)C1=NC(=NC(=N1)N(C)C)N(C)C. Drug 2: CCC1(CC2CC(C3=C(CCN(C2)C1)C4=CC=CC=C4N3)(C5=C(C=C6C(=C5)C78CCN9C7C(C=CC9)(C(C(C8N6C)(C(=O)OC)O)OC(=O)C)CC)OC)C(=O)OC)O.OS(=O)(=O)O. Cell line: NCI-H460. Synergy scores: CSS=36.2, Synergy_ZIP=4.43, Synergy_Bliss=6.49, Synergy_Loewe=-20.7, Synergy_HSA=3.96. (5) Drug 1: CCC1(CC2CC(C3=C(CCN(C2)C1)C4=CC=CC=C4N3)(C5=C(C=C6C(=C5)C78CCN9C7C(C=CC9)(C(C(C8N6C)(C(=O)OC)O)OC(=O)C)CC)OC)C(=O)OC)O.OS(=O)(=O)O. Drug 2: CC1C(C(CC(O1)OC2CC(CC3=C2C(=C4C(=C3O)C(=O)C5=CC=CC=C5C4=O)O)(C(=O)C)O)N)O. Cell line: 786-0. Synergy scores: CSS=40.8, Synergy_ZIP=-2.98, Synergy_Bliss=-2.52, Synergy_Loewe=-1.65, Synergy_HSA=-0.462.